The task is: Predict the product of the given reaction.. This data is from Forward reaction prediction with 1.9M reactions from USPTO patents (1976-2016). (1) Given the reactants C([O:8][C:9]1[CH:10]=[C:11]2[C:16](=[CH:17][CH:18]=1)[C:15](=[O:19])[N:14]([CH2:20][CH:21]([CH3:23])[CH3:22])[C:13]([CH2:24][NH:25][C:26](=[O:32])[O:27][C:28]([CH3:31])([CH3:30])[CH3:29])=[C:12]2[C:33]1[S:34][CH:35]=[CH:36][CH:37]=1)C1C=CC=CC=1, predict the reaction product. The product is: [OH:8][C:9]1[CH:10]=[C:11]2[C:16](=[CH:17][CH:18]=1)[C:15](=[O:19])[N:14]([CH2:20][CH:21]([CH3:22])[CH3:23])[C:13]([CH2:24][NH:25][C:26](=[O:32])[O:27][C:28]([CH3:29])([CH3:31])[CH3:30])=[C:12]2[C:33]1[S:34][CH:35]=[CH:36][CH:37]=1. (2) Given the reactants [F:1][C:2]1[CH:7]=[CH:6][CH:5]=[CH:4][C:3]=1[N:8]=[C:9]=[O:10].[NH2:11][C:12]1[N:17]=[N:16][C:15]([N:18]2[CH2:23][CH2:22][N:21]([C:24]([C:26]3[CH:31]=[CH:30][CH:29]=[CH:28][C:27]=3[C:32]([F:35])([F:34])[F:33])=[O:25])[CH2:20][CH2:19]2)=[CH:14][CH:13]=1, predict the reaction product. The product is: [F:1][C:2]1[CH:7]=[CH:6][CH:5]=[CH:4][C:3]=1[NH:8][C:9]([NH:11][C:12]1[N:17]=[N:16][C:15]([N:18]2[CH2:19][CH2:20][N:21]([C:24](=[O:25])[C:26]3[CH:31]=[CH:30][CH:29]=[CH:28][C:27]=3[C:32]([F:35])([F:34])[F:33])[CH2:22][CH2:23]2)=[CH:14][CH:13]=1)=[O:10].